This data is from NCI-60 drug combinations with 297,098 pairs across 59 cell lines. The task is: Regression. Given two drug SMILES strings and cell line genomic features, predict the synergy score measuring deviation from expected non-interaction effect. (1) Drug 1: COC1=CC(=CC(=C1O)OC)C2C3C(COC3=O)C(C4=CC5=C(C=C24)OCO5)OC6C(C(C7C(O6)COC(O7)C8=CC=CS8)O)O. Drug 2: C1=CC=C(C=C1)NC(=O)CCCCCCC(=O)NO. Cell line: HOP-92. Synergy scores: CSS=50.5, Synergy_ZIP=-5.02, Synergy_Bliss=-1.52, Synergy_Loewe=-1.40, Synergy_HSA=2.05. (2) Drug 1: C1=NC2=C(N=C(N=C2N1C3C(C(C(O3)CO)O)F)Cl)N. Drug 2: C1=CC=C(C=C1)NC(=O)CCCCCCC(=O)NO. Cell line: SF-268. Synergy scores: CSS=12.4, Synergy_ZIP=-2.20, Synergy_Bliss=-0.358, Synergy_Loewe=-5.16, Synergy_HSA=-5.19. (3) Drug 1: CC1=CC=C(C=C1)C2=CC(=NN2C3=CC=C(C=C3)S(=O)(=O)N)C(F)(F)F. Drug 2: C1CC(=O)NC(=O)C1N2C(=O)C3=CC=CC=C3C2=O. Cell line: NCI-H522. Synergy scores: CSS=-0.690, Synergy_ZIP=0.818, Synergy_Bliss=-2.45, Synergy_Loewe=-1.21, Synergy_HSA=-4.44. (4) Drug 1: CC(CN1CC(=O)NC(=O)C1)N2CC(=O)NC(=O)C2. Drug 2: CN(C(=O)NC(C=O)C(C(C(CO)O)O)O)N=O. Cell line: CAKI-1. Synergy scores: CSS=27.5, Synergy_ZIP=-7.57, Synergy_Bliss=-5.27, Synergy_Loewe=-14.4, Synergy_HSA=-4.19. (5) Drug 1: C1=CC(=CC=C1CCC2=CNC3=C2C(=O)NC(=N3)N)C(=O)NC(CCC(=O)O)C(=O)O. Drug 2: CCC(=C(C1=CC=CC=C1)C2=CC=C(C=C2)OCCN(C)C)C3=CC=CC=C3.C(C(=O)O)C(CC(=O)O)(C(=O)O)O. Cell line: IGROV1. Synergy scores: CSS=21.5, Synergy_ZIP=-4.32, Synergy_Bliss=-0.351, Synergy_Loewe=-4.44, Synergy_HSA=1.32.